Dataset: Full USPTO retrosynthesis dataset with 1.9M reactions from patents (1976-2016). Task: Predict the reactants needed to synthesize the given product. Given the product [Cl:5][CH2:6][CH2:7][NH:8][C:9]([NH:4][CH:1]1[CH2:3][CH2:2]1)=[O:10], predict the reactants needed to synthesize it. The reactants are: [CH:1]1([NH2:4])[CH2:3][CH2:2]1.[Cl:5][CH2:6][CH2:7][N:8]=[C:9]=[O:10].